Predict the reaction yield, written as a fraction of the theoretical maximum amount of product (1.0 means a 100% yield; for example, 0.34 means a 34% yield). From a dataset of Reaction yield outcomes from USPTO patents with 853,638 reactions. (1) The reactants are [CH2:1]([N:8]([CH2:19][C:20]1[CH:25]=[CH:24][CH:23]=[CH:22][CH:21]=1)[C@@H:9]([CH2:12][C:13]1[CH:18]=[CH:17][CH:16]=[CH:15][CH:14]=1)[CH2:10][OH:11])[C:2]1[CH:7]=[CH:6][CH:5]=[CH:4][CH:3]=1.CCN(CC)CC. The catalyst is CS(C)=O.O.CCOC(C)=O. The product is [CH2:19]([N:8]([CH2:1][C:2]1[CH:3]=[CH:4][CH:5]=[CH:6][CH:7]=1)[C@@H:9]([CH2:12][C:13]1[CH:14]=[CH:15][CH:16]=[CH:17][CH:18]=1)[CH:10]=[O:11])[C:20]1[CH:21]=[CH:22][CH:23]=[CH:24][CH:25]=1. The yield is 0.900. (2) The reactants are [F:1][C:2]([F:7])([F:6])[C:3]([OH:5])=[O:4].[F:8][C:9]([F:14])([F:13])[C:10]([OH:12])=[O:11].[CH3:15][C:16]1[CH:25]=[C:24]([CH2:26][O:27][C:28]2[CH:33]=[CH:32][C:31]([C:34]3([N:43]4[CH2:48][CH2:47][N:46](C(OC(C)(C)C)=O)[CH2:45][CH2:44]4)[C:39](=[O:40])[NH:38][C:37](=[O:41])[NH:36][C:35]3=[O:42])=[CH:30][CH:29]=2)[C:23]2[C:18](=[CH:19][CH:20]=[CH:21][CH:22]=2)[N:17]=1. The catalyst is ClCCl. The product is [F:1][C:2]([F:7])([F:6])[C:3]([OH:5])=[O:4].[F:8][C:9]([F:14])([F:13])[C:10]([OH:12])=[O:11].[F:1][C:2]([F:7])([F:6])[C:3]([OH:5])=[O:4].[CH3:15][C:16]1[CH:25]=[C:24]([CH2:26][O:27][C:28]2[CH:29]=[CH:30][C:31]([C:34]3([N:43]4[CH2:48][CH2:47][NH:46][CH2:45][CH2:44]4)[C:39](=[O:40])[NH:38][C:37](=[O:41])[NH:36][C:35]3=[O:42])=[CH:32][CH:33]=2)[C:23]2[C:18](=[CH:19][CH:20]=[CH:21][CH:22]=2)[N:17]=1. The yield is 1.00.